Dataset: Reaction yield outcomes from USPTO patents with 853,638 reactions. Task: Predict the reaction yield, written as a fraction of the theoretical maximum amount of product (1.0 means a 100% yield; for example, 0.34 means a 34% yield). (1) The reactants are I[CH3:2].[Cl:3][C:4]1[CH:9]=[CH:8][C:7]([CH:10]([C:29]2[N:30]=[CH:31][NH:32][CH:33]=2)[C:11]2[CH:12]=[C:13]3[C:18](=[CH:19][CH:20]=2)[N:17]([CH3:21])[C:16](=[O:22])[CH:15]=[C:14]3[C:23]2[CH:28]=[CH:27][CH:26]=[CH:25][CH:24]=2)=[CH:6][CH:5]=1.O. The catalyst is [Cl-].C([N+](CC)(CC)CC)C1C=CC=CC=1.C1COCC1.[OH-].[Na+]. The product is [Cl:3][C:4]1[CH:9]=[CH:8][C:7]([CH:10]([C:29]2[N:30]=[CH:31][N:32]([CH3:2])[CH:33]=2)[C:11]2[CH:12]=[C:13]3[C:18](=[CH:19][CH:20]=2)[N:17]([CH3:21])[C:16](=[O:22])[CH:15]=[C:14]3[C:23]2[CH:28]=[CH:27][CH:26]=[CH:25][CH:24]=2)=[CH:6][CH:5]=1. The yield is 0.420. (2) The reactants are [C:1]([C:5]1[CH:9]=[C:8]([NH:10][C:11]([NH:13][C@@H:14]2[C:23]3[C:18](=[CH:19][CH:20]=[CH:21][CH:22]=3)[C@H:17]([O:24][C:25]3[CH:26]=[CH:27][C:28]4[N:29]([C:31]([N:34]5[C@H:39]([CH3:40])[CH2:38][CH2:37][CH2:36][C@@H:35]5[CH3:41])=[N:32][N:33]=4)[CH:30]=3)[CH2:16][CH2:15]2)=[O:12])[N:7]([C:42]2[CH:43]=[N:44][N:45]([CH2:47][CH2:48]OS(C)(=O)=O)[CH:46]=2)[N:6]=1)([CH3:4])([CH3:3])[CH3:2].[CH3:54][NH:55][CH3:56]. The catalyst is C1COCC1. The product is [C:1]([C:5]1[CH:9]=[C:8]([NH:10][C:11]([NH:13][C@@H:14]2[C:23]3[C:18](=[CH:19][CH:20]=[CH:21][CH:22]=3)[C@H:17]([O:24][C:25]3[CH:26]=[CH:27][C:28]4[N:29]([C:31]([N:34]5[C@H:39]([CH3:40])[CH2:38][CH2:37][CH2:36][C@@H:35]5[CH3:41])=[N:32][N:33]=4)[CH:30]=3)[CH2:16][CH2:15]2)=[O:12])[N:7]([C:42]2[CH:43]=[N:44][N:45]([CH2:47][CH2:48][N:55]([CH3:56])[CH3:54])[CH:46]=2)[N:6]=1)([CH3:3])([CH3:2])[CH3:4]. The yield is 0.290. (3) The reactants are [N+:1]([C:4]1[CH:12]=[CH:11][C:7]2[N:8]=[CH:9][NH:10][C:6]=2[CH:5]=1)([O-])=O.[H-].[Na+].[CH3:15]I.CO.[CH:19](Cl)(Cl)Cl. The catalyst is C1COCC1.CO.[Pd]. The product is [CH3:19][N:8]1[C:7]2[CH:11]=[CH:12][C:4]([NH2:1])=[CH:5][C:6]=2[N:10]=[CH:9]1.[CH3:15][N:10]1[C:6]2[CH:5]=[C:4]([NH2:1])[CH:12]=[CH:11][C:7]=2[N:8]=[CH:9]1. The yield is 0.210. (4) The reactants are [NH:1]1[CH:5]=[C:4]([C:6]([O:8][CH2:9][CH3:10])=[O:7])[CH:3]=[N:2]1.C(=O)([O-])[O-].[K+].[K+].[Cl:17][C:18]1[CH:23]=[CH:22][C:21]([CH2:24]Br)=[CH:20][C:19]=1[Cl:26]. The catalyst is CN(C=O)C. The product is [Cl:26][C:19]1[CH:20]=[C:21]([CH2:24][N:1]2[CH:5]=[C:4]([C:6]([O:8][CH2:9][CH3:10])=[O:7])[CH:3]=[N:2]2)[CH:22]=[CH:23][C:18]=1[Cl:17]. The yield is 0.910. (5) The reactants are [NH2:1][C:2]1[C:10]2[C:5](=[CH:6][N:7]=[CH:8][C:9]=2[O:11][C:12]2[CH:17]=[CH:16][C:15]([Cl:18])=[CH:14][CH:13]=2)[S:4][C:3]=1[C:19]([NH2:21])=[O:20].C(N(CC)CC)C.O.[O:30]1CCC[CH2:31]1. No catalyst specified. The product is [Cl:18][C:15]1[CH:14]=[CH:13][C:12]([O:11][C:9]2[C:10]3[C:2]4[NH:1][C:31](=[O:30])[NH:21][C:19](=[O:20])[C:3]=4[S:4][C:5]=3[CH:6]=[N:7][CH:8]=2)=[CH:17][CH:16]=1. The yield is 0.510. (6) The reactants are [Cl:1][C:2]1[CH:7]=[C:6]([N+:8]([O-:10])=[O:9])[CH:5]=[C:4]([Cl:11])[C:3]=1I.[CH:13]1([B-](F)(F)F)[CH2:15][CH2:14]1.[K+].C(=O)([O-])[O-].[K+].[K+].O1CCCC1. The catalyst is Cl[Pd](Cl)([P](C1C=CC=CC=1)(C1C=CC=CC=1)C1C=CC=CC=1)[P](C1C=CC=CC=1)(C1C=CC=CC=1)C1C=CC=CC=1.O. The product is [Cl:1][C:2]1[CH:7]=[C:6]([N+:8]([O-:10])=[O:9])[CH:5]=[C:4]([Cl:11])[C:3]=1[CH:13]1[CH2:15][CH2:14]1. The yield is 0.690.